This data is from Full USPTO retrosynthesis dataset with 1.9M reactions from patents (1976-2016). The task is: Predict the reactants needed to synthesize the given product. (1) The reactants are: [CH3:1][N:2]([C:13]1[CH:18]=[CH:17][CH:16]=[CH:15][CH:14]=1)[C:3](=[N:6][C:7]1[CH:12]=[CH:11][CH:10]=[CH:9][CH:8]=1)[C:4]#[CH:5].[Cl:19][C:20]1[CH:25]=[CH:24][C:23]([SH:26])=[CH:22][CH:21]=1. Given the product [CH3:1][N:2]([C:13]1[CH:18]=[CH:17][CH:16]=[CH:15][CH:14]=1)[C:3](=[N:6][C:7]1[CH:8]=[CH:9][CH:10]=[CH:11][CH:12]=1)[CH:4]=[CH:5][S:26][C:23]1[CH:24]=[CH:25][C:20]([Cl:19])=[CH:21][CH:22]=1, predict the reactants needed to synthesize it. (2) Given the product [NH2:6][C:5]1[N:12]([C:13]2[C:18]([CH3:19])=[CH:17][C:16]([Br:20])=[CH:15][C:14]=2[CH3:21])[C:10](=[O:11])[CH:9]([CH3:22])[C:4]=1[C:3]#[N:7], predict the reactants needed to synthesize it. The reactants are: [H-].[Na+].[C:3](#[N:7])[CH2:4][C:5]#[N:6].Br[CH:9]([CH3:22])[C:10]([NH:12][C:13]1[C:18]([CH3:19])=[CH:17][C:16]([Br:20])=[CH:15][C:14]=1[CH3:21])=[O:11].[Cl-].[NH4+]. (3) Given the product [F:1][C:2]1[CH:3]=[CH:4][C:5]([N:8]2[C:16]3[CH:15]=[CH:14][CH:13]=[C:12]([OH:17])[C:11]=3[CH:10]=[N:9]2)=[CH:6][CH:7]=1, predict the reactants needed to synthesize it. The reactants are: [F:1][C:2]1[CH:7]=[CH:6][C:5]([N:8]2[C:16]3[C:11](=[C:12]([O:17]C)[CH:13]=[CH:14][CH:15]=3)[CH:10]=[N:9]2)=[CH:4][CH:3]=1.B(Br)(Br)Br. (4) The reactants are: [CH3:1][O:2][C:3]1[CH:4]=[C:5]2[C:10](=[CH:11][C:12]=1[O:13][CH3:14])[N:9]=[CH:8][N:7]=[C:6]2[O:15][C:16]1[CH:22]=[CH:21][C:19]([NH2:20])=[CH:18][CH:17]=1.C(N(CC)CC)C.ClC(Cl)(O[C:34](=[O:40])OC(Cl)(Cl)Cl)Cl.Cl.[NH2:43][C:44]1[S:45][C:46]([CH3:50])=[C:47]([CH3:49])[N:48]=1. Given the product [CH3:1][O:2][C:3]1[CH:4]=[C:5]2[C:10](=[CH:11][C:12]=1[O:13][CH3:14])[N:9]=[CH:8][N:7]=[C:6]2[O:15][C:16]1[CH:22]=[CH:21][C:19]([NH:20][C:34]([NH:43][C:44]2[S:45][C:46]([CH3:50])=[C:47]([CH3:49])[N:48]=2)=[O:40])=[CH:18][CH:17]=1, predict the reactants needed to synthesize it. (5) Given the product [NH2:37][C:10]([C@:9]1([CH3:33])[CH2:13][CH2:14][C@H:15]([C:16]2[CH:21]=[CH:20][C:19]([O:22][CH2:23][C:24]3[CH:29]=[CH:28][CH:27]=[CH:26][C:25]=3[F:30])=[C:18]([O:31][CH3:32])[CH:17]=2)[N:8]1[C:6]([O:5][C:2]([CH3:4])([CH3:3])[CH3:1])=[O:7])=[O:11], predict the reactants needed to synthesize it. The reactants are: [CH3:1][C:2]([O:5][C:6]([N:8]1[C@@H:15]([C:16]2[CH:21]=[CH:20][C:19]([O:22][CH2:23][C:24]3[CH:29]=[CH:28][CH:27]=[CH:26][C:25]=3[F:30])=[C:18]([O:31][CH3:32])[CH:17]=2)[CH2:14][CH2:13][C@@:9]1([CH3:33])[C:10](O)=[O:11])=[O:7])([CH3:4])[CH3:3].C([N:37](C(C)C)CC)(C)C.CN(C(ON1N=NC2C=CC=CC1=2)=[N+](C)C)C.[B-](F)(F)(F)F.C[Si](N[Si](C)(C)C)(C)C.C([O-])(O)=O.[Na+].